This data is from Forward reaction prediction with 1.9M reactions from USPTO patents (1976-2016). The task is: Predict the product of the given reaction. Given the reactants Br[C:2]1[N:3]=[C:4]2[C:10]([C:11](=[O:16])[C:12]([CH3:15])([CH3:14])[CH3:13])=[CH:9][NH:8][C:5]2=[N:6][CH:7]=1.[CH3:17][NH:18][S:19]([C:22]1[CH:23]=[C:24](B(O)O)[CH:25]=[CH:26][CH:27]=1)(=[O:21])=[O:20], predict the reaction product. The product is: [CH3:13][C:12]([CH3:15])([CH3:14])[C:11]([C:10]1[C:4]2[C:5](=[N:6][CH:7]=[C:2]([C:24]3[CH:23]=[C:22]([S:19]([NH:18][CH3:17])(=[O:20])=[O:21])[CH:27]=[CH:26][CH:25]=3)[N:3]=2)[NH:8][CH:9]=1)=[O:16].